Dataset: Retrosynthesis with 50K atom-mapped reactions and 10 reaction types from USPTO. Task: Predict the reactants needed to synthesize the given product. (1) Given the product CC(C)(C)c1cccc(C=NO)c1O, predict the reactants needed to synthesize it. The reactants are: CC(C)(C)c1cccc(C=O)c1O.NO. (2) Given the product COc1ccccc1NC(=O)CC(=O)Nc1ccc(Oc2ccnc3cc(-c4cn(COCC[Si](C)(C)C)cn4)sc23)c(F)c1, predict the reactants needed to synthesize it. The reactants are: COc1ccccc1NC(=O)CC(=O)O.C[Si](C)(C)CCOCn1cnc(-c2cc3nccc(Oc4ccc(N)cc4F)c3s2)c1.